This data is from Full USPTO retrosynthesis dataset with 1.9M reactions from patents (1976-2016). The task is: Predict the reactants needed to synthesize the given product. (1) Given the product [CH2:1]([O:3][C:4](=[O:42])[CH2:5][CH2:6][CH2:7][O:8][C:9]1[CH:14]=[CH:13][CH:12]=[C:11]([CH2:15][CH2:16][CH2:17][CH2:18][CH2:19][CH2:20][O:21][C:22]2[CH:27]=[C:26]([S:28]([CH2:31][CH2:32][CH3:33])(=[O:30])=[O:29])[CH:25]=[C:24]([C:9]3[CH:14]=[CH:13][C:12]4[O:44][CH2:43][O:46][C:11]=4[CH:10]=3)[CH:23]=2)[C:10]=1[CH2:35][CH2:36][C:37]([O:39][CH2:40][CH3:41])=[O:38])[CH3:2], predict the reactants needed to synthesize it. The reactants are: [CH2:1]([O:3][C:4](=[O:42])[CH2:5][CH2:6][CH2:7][O:8][C:9]1[CH:14]=[CH:13][CH:12]=[C:11]([CH2:15][CH2:16][CH2:17][CH2:18][CH2:19][CH2:20][O:21][C:22]2[CH:27]=[C:26]([S:28]([CH2:31][CH2:32][CH3:33])(=[O:30])=[O:29])[CH:25]=[C:24](Br)[CH:23]=2)[C:10]=1[CH2:35][CH2:36][C:37]([O:39][CH2:40][CH3:41])=[O:38])[CH3:2].[C:43](=[O:46])([O-])[O-:44].[Cs+].[Cs+]. (2) Given the product [C:18]([NH:10][C:8]([C:3]1[C:2]([OH:1])=[N:7][CH:6]=[CH:5][N:4]=1)=[O:9])(=[O:25])[C:19]1[CH:24]=[CH:23][CH:22]=[CH:21][CH:20]=1, predict the reactants needed to synthesize it. The reactants are: [OH:1][C:2]1[C:3]([C:8]([NH2:10])=[O:9])=[N:4][CH:5]=[CH:6][N:7]=1.C(N(CC)CC)C.[C:18](Cl)(=[O:25])[C:19]1[CH:24]=[CH:23][CH:22]=[CH:21][CH:20]=1. (3) Given the product [Cl:1][C:2]1[CH:3]=[CH:4][C:5]([O:12][CH3:13])=[C:6]([CH2:8][C:9](=[S:11])[NH2:10])[CH:7]=1, predict the reactants needed to synthesize it. The reactants are: [Cl:1][C:2]1[CH:3]=[CH:4][C:5]([O:12][CH2:13]C2C=CC=CC=2)=[C:6]([CH2:8][C:9](=[S:11])[NH2:10])[CH:7]=1.ClC1C=CC(OC)=C(CC(N)=O)C=1. (4) Given the product [OH:46][CH2:47][CH2:48][N:49]([CH:83]1[CH2:84][CH2:85][O:86][CH2:87][CH2:88]1)[C:50]([C:52]1[C:57]([O:58][CH2:59][C:60]2[CH:65]=[CH:64][CH:63]=[CH:62][CH:61]=2)=[C:56]([OH:66])[N:55]=[C:54]([CH2:67][C:68]2([C:73]3[C:82]4[C:77](=[CH:78][CH:79]=[CH:80][CH:81]=4)[CH:76]=[CH:75][CH:74]=3)[CH2:72][CH2:71][CH2:70][CH2:69]2)[N:53]=1)=[O:51], predict the reactants needed to synthesize it. The reactants are: OCCN(C)C(C1C(OCC2C=CC=CC=2)=C(O)N=C(CC2(C3C4C(=CC=CC=4)C=CC=3)CCCC2)N=1)=O.[Si]([O:46][CH2:47][CH2:48][N:49]([CH:83]1[CH2:88][CH2:87][O:86][CH2:85][CH2:84]1)[C:50]([C:52]1[C:57]([O:58][CH2:59][C:60]2[CH:65]=[CH:64][CH:63]=[CH:62][CH:61]=2)=[C:56]([OH:66])[N:55]=[C:54]([CH2:67][C:68]2([C:73]3[C:82]4[C:77](=[CH:78][CH:79]=[CH:80][CH:81]=4)[CH:76]=[CH:75][CH:74]=3)[CH2:72][CH2:71][CH2:70][CH2:69]2)[N:53]=1)=[O:51])(C(C)(C)C)(C)C.